From a dataset of Full USPTO retrosynthesis dataset with 1.9M reactions from patents (1976-2016). Predict the reactants needed to synthesize the given product. Given the product [CH3:16][N:14]1[CH2:15][CH:12]([N:8]2[C:9]3[C:4](=[CH:3][C:2]([C:32]4[CH:33]=[N:34][C:29]([NH:28][C:27]([NH:26][CH2:23][CH2:24][CH3:25])=[O:47])=[CH:30][C:31]=4[C:38]4[S:39][CH:40]=[C:41]([C:43]([F:46])([F:44])[F:45])[N:42]=4)=[CH:11][CH:10]=3)[C:5](=[O:22])[C:6]([C:17]([O:19][CH2:20][CH3:21])=[O:18])=[CH:7]2)[CH2:13]1, predict the reactants needed to synthesize it. The reactants are: I[C:2]1[CH:3]=[C:4]2[C:9](=[CH:10][CH:11]=1)[N:8]([CH:12]1[CH2:15][N:14]([CH3:16])[CH2:13]1)[CH:7]=[C:6]([C:17]([O:19][CH2:20][CH3:21])=[O:18])[C:5]2=[O:22].[CH2:23]([NH:26][C:27](=[O:47])[NH:28][C:29]1[N:34]=[CH:33][C:32](B(O)O)=[C:31]([C:38]2[S:39][CH:40]=[C:41]([C:43]([F:46])([F:45])[F:44])[N:42]=2)[CH:30]=1)[CH2:24][CH3:25].C(=O)(O)[O-].[Na+].